From a dataset of Full USPTO retrosynthesis dataset with 1.9M reactions from patents (1976-2016). Predict the reactants needed to synthesize the given product. (1) Given the product [CH3:1][O:2][C:3]1[CH:4]=[C:5]2[C:10](=[CH:11][C:12]=1[O:13][CH3:14])[N:9]=[CH:8][N:7]=[C:6]2[N:15]1[CH2:20][CH2:19][CH:18]([CH2:21][N:22]2[CH2:31][C:30]3[C:25](=[CH:26][CH:27]=[CH:28][CH:29]=3)[N:24]([C:34]3[CH:39]=[CH:38][N:37]=[C:36]([C:40]#[N:41])[N:35]=3)[C:23]2=[O:32])[CH2:17][CH2:16]1, predict the reactants needed to synthesize it. The reactants are: [CH3:1][O:2][C:3]1[CH:4]=[C:5]2[C:10](=[CH:11][C:12]=1[O:13][CH3:14])[N:9]=[CH:8][N:7]=[C:6]2[N:15]1[CH2:20][CH2:19][CH:18]([CH2:21][N:22]2[CH2:31][C:30]3[C:25](=[CH:26][CH:27]=[CH:28][CH:29]=3)[NH:24][C:23]2=[O:32])[CH2:17][CH2:16]1.Br[C:34]1[CH:39]=[CH:38][N:37]=[C:36]([C:40]#[N:41])[N:35]=1. (2) Given the product [CH3:23][O:24]/[N:25]=[C:13]1\[CH2:14][N:8]([CH2:7][C:1]2[CH:6]=[CH:5][CH:4]=[CH:3][CH:2]=2)[C:9](=[O:16])[C:10]2\1[CH2:12][CH2:11]2, predict the reactants needed to synthesize it. The reactants are: [C:1]1([CH2:7][N:8]2[CH2:14][C:13](=O)[C:10]3([CH2:12][CH2:11]3)[C:9]2=[O:16])[CH:6]=[CH:5][CH:4]=[CH:3][CH:2]=1.C([O-])(=O)C.[Na+].Cl.[CH3:23][O:24][NH2:25]. (3) Given the product [Cl:9][C:8]1[N:1]=[C:2]([Cl:3])[N:4]=[C:5]([NH:27][C:26]2[CH:28]=[CH:29][CH:30]=[CH:31][C:25]=2[S:22]([CH:19]([CH3:21])[CH3:20])(=[O:24])=[O:23])[N:7]=1, predict the reactants needed to synthesize it. The reactants are: [N:1]1[C:8]([Cl:9])=[N:7][C:5](Cl)=[N:4][C:2]=1[Cl:3].CC(C)=O.C(=O)([O-])O.[Na+].[CH:19]([S:22]([C:25]1[CH:31]=[CH:30][CH:29]=[CH:28][C:26]=1[NH2:27])(=[O:24])=[O:23])([CH3:21])[CH3:20]. (4) Given the product [CH2:1]([O:3][C:4](=[O:46])[NH:5][C@@H:6]1[CH2:11][CH2:10][N:9]([C:12]2[CH:17]=[C:16]([C:18]#[N:19])[CH:15]=[C:14]([NH:20][C:21]3[N:26]=[C:25]([NH:27][CH2:28][CH3:29])[C:24]4=[N:39][CH:40]=[C:41]([C:42]#[N:43])[N:23]4[N:22]=3)[C:13]=2[Cl:44])[CH2:8][C@H:7]1[OH:45])[CH3:2], predict the reactants needed to synthesize it. The reactants are: [CH2:1]([O:3][C:4](=[O:46])[NH:5][C@@H:6]1[CH2:11][CH2:10][N:9]([C:12]2[CH:17]=[C:16]([C:18]#[N:19])[CH:15]=[C:14]([NH:20][C:21]3[N:26]=[C:25]([N:27](CC)[CH2:28][C:29]4C=CC(OC)=CC=4)[C:24]4=[N:39][CH:40]=[C:41]([C:42]#[N:43])[N:23]4[N:22]=3)[C:13]=2[Cl:44])[CH2:8][C@H:7]1[OH:45])[CH3:2].C1(OC)C=CC=CC=1.C(O)(C(F)(F)F)=O. (5) Given the product [ClH:1].[NH2:45][CH2:44][C@H:41]1[CH2:40][CH2:39][C@H:38]([C:36]([NH:35][C@@H:20]([CH2:19][C:15]2[CH:14]=[C:13]([C:10]3[CH:11]=[CH:12][C:7]([S:4](=[O:5])(=[O:6])[N:3]([CH3:2])[CH3:54])=[CH:8][C:9]=3[CH3:53])[CH:18]=[CH:17][CH:16]=2)[C:21](=[O:34])[NH:22][C:23]2[CH:24]=[CH:25][C:26]([C:29]3[NH:30][N:31]=[N:32][N:33]=3)=[CH:27][CH:28]=2)=[O:37])[CH2:43][CH2:42]1, predict the reactants needed to synthesize it. The reactants are: [ClH:1].[CH3:2][N:3]([CH3:54])[S:4]([C:7]1[CH:12]=[CH:11][C:10]([C:13]2[CH:18]=[CH:17][CH:16]=[C:15]([CH2:19][C@H:20]([NH:35][C:36]([C@H:38]3[CH2:43][CH2:42][C@H:41]([CH2:44][NH:45]C(=O)OC(C)(C)C)[CH2:40][CH2:39]3)=[O:37])[C:21](=[O:34])[NH:22][C:23]3[CH:28]=[CH:27][C:26]([C:29]4[NH:33][N:32]=[N:31][N:30]=4)=[CH:25][CH:24]=3)[CH:14]=2)=[C:9]([CH3:53])[CH:8]=1)(=[O:6])=[O:5].C(#N)C. (6) Given the product [Cl:1][C:2]1[CH:3]=[C:4]([CH2:8][CH2:9][O:10][CH2:14][C:15]([OH:17])=[O:16])[CH:5]=[CH:6][CH:7]=1, predict the reactants needed to synthesize it. The reactants are: [Cl:1][C:2]1[CH:3]=[C:4]([CH2:8][CH2:9][OH:10])[CH:5]=[CH:6][CH:7]=1.[H-].[Na+].Cl[CH2:14][C:15]([O-:17])=[O:16].[Na+].